This data is from Forward reaction prediction with 1.9M reactions from USPTO patents (1976-2016). The task is: Predict the product of the given reaction. (1) Given the reactants [C:1]([NH:24][CH2:25][CH2:26][NH:27][P:28](=O)([O:48]C1C=CC=CC=1)[O:29][CH2:30][C@@H]1[C@@H](N=[N+]=[N-])C[C@@H](N2C=C(C)C(=O)NC2=O)O1)(=[O:23])[CH2:2][CH2:3]/[CH:4]=[CH:5]\[CH2:6]/[CH:7]=[CH:8]\[CH2:9]/[CH:10]=[CH:11]\[CH2:12]/[CH:13]=[CH:14]\[CH2:15]/[CH:16]=[CH:17]\[CH2:18]/[CH:19]=[CH:20]\CC.[CH2:56]1[S:60][C@H:59]([CH2:61][OH:62])[O:58][C@@H:57]1[N:63]1[C:68](=[O:69])[N:67]=[C:66]([NH2:70])[CH:65]=[CH:64]1.NCCNC(=O)CCC/C=C\C/C=C\C/C=C\C/C=C\C/C=C\CC, predict the reaction product. The product is: [C:1]([NH:24][CH2:25][CH2:26][NH:27][P:28](=[O:48])([O:29][CH3:30])[O:62][CH2:61][C@H:59]1[S:60][CH2:56][C@@H:57]([N:63]2[CH:64]=[CH:65][C:66]([NH2:70])=[N:67][C:68]2=[O:69])[O:58]1)(=[O:23])[CH2:2][CH2:3][CH2:4]/[CH:5]=[CH:6]\[CH2:7]/[CH:8]=[CH:9]\[CH2:10]/[CH:11]=[CH:12]\[CH2:13]/[CH:14]=[CH:15]\[CH2:16]/[CH:17]=[CH:18]\[CH2:19][CH3:20]. (2) Given the reactants [F:1][C:2]1[CH:7]=[CH:6][C:5]([C:8]2([C:19]3[CH:24]=[CH:23][C:22]([F:25])=[CH:21][CH:20]=3)[CH2:13][CH2:12][CH2:11][N:10]([CH2:14][C:15]([OH:17])=O)[C:9]2=[O:18])=[CH:4][CH:3]=1.[C:26]1([C:32]2([C:37]3[CH:42]=[CH:41][CH:40]=[CH:39][CH:38]=3)[CH2:36][CH2:35][NH:34][CH2:33]2)[CH:31]=[CH:30][CH:29]=[CH:28][CH:27]=1.Cl.C(N=C=NCCCN(C)C)C, predict the reaction product. The product is: [C:26]1([C:32]2([C:37]3[CH:42]=[CH:41][CH:40]=[CH:39][CH:38]=3)[CH2:36][CH2:35][N:34]([C:15](=[O:17])[CH2:14][N:10]3[CH2:11][CH2:12][CH2:13][C:8]([C:5]4[CH:6]=[CH:7][C:2]([F:1])=[CH:3][CH:4]=4)([C:19]4[CH:20]=[CH:21][C:22]([F:25])=[CH:23][CH:24]=4)[C:9]3=[O:18])[CH2:33]2)[CH:27]=[CH:28][CH:29]=[CH:30][CH:31]=1.